Task: Predict the reactants needed to synthesize the given product.. Dataset: Full USPTO retrosynthesis dataset with 1.9M reactions from patents (1976-2016) (1) Given the product [N:1]1[CH:6]=[CH:5][CH:4]=[CH:3][C:2]=1[C:7]1[N:8]=[C:9]([O:16][C@H:18]2[CH2:22][N:21]([C:23]([O:25][C:26]([CH3:29])([CH3:28])[CH3:27])=[O:24])[C@H:20]([C:30]([O:32][CH3:33])=[O:31])[CH2:19]2)[C:10]2[S:15][CH:14]=[CH:13][C:11]=2[N:12]=1, predict the reactants needed to synthesize it. The reactants are: [N:1]1[CH:6]=[CH:5][CH:4]=[CH:3][C:2]=1[C:7]1[N:8]=[C:9]([OH:16])[C:10]2[S:15][CH:14]=[CH:13][C:11]=2[N:12]=1.O[C@@H:18]1[CH2:22][N:21]([C:23]([O:25][C:26]([CH3:29])([CH3:28])[CH3:27])=[O:24])[C@H:20]([C:30]([O:32][CH3:33])=[O:31])[CH2:19]1.C1(P(C2C=CC=CC=2)C2C=CC=CC=2)C=CC=CC=1.CC(OC(/N=N/C(OC(C)C)=O)=O)C. (2) Given the product [N:4]1[CH:5]=[CH:6][CH:7]=[C:2]([NH:1][C:39](=[O:40])[C:38]2[CH:42]=[CH:43][CH:44]=[C:36]([CH2:35][C:29]3[C:30](=[O:34])[C:31]([O:32][CH3:33])=[C:26]([O:25][CH3:24])[C:27](=[O:50])[C:28]=3[CH3:49])[C:37]=2[O:45][C:46](=[O:48])[CH3:47])[CH:3]=1, predict the reactants needed to synthesize it. The reactants are: [NH2:1][C:2]1[CH:3]=[N:4][CH:5]=[CH:6][CH:7]=1.C(N(CC)CC)C.[Cl-].ClC1N(C)CC[NH+]1C.[CH3:24][O:25][C:26]1[C:27](=[O:50])[C:28]([CH3:49])=[C:29]([CH2:35][C:36]2[C:37]([O:45][C:46](=[O:48])[CH3:47])=[C:38]([CH:42]=[CH:43][CH:44]=2)[C:39](O)=[O:40])[C:30](=[O:34])[C:31]=1[O:32][CH3:33]. (3) Given the product [CH3:19][O:18][C:3](=[O:15])[CH:2]([OH:1])[C:5]1[CH:10]=[CH:9][CH:8]=[C:7]([N+:11]([O-:13])=[O:12])[CH:6]=1, predict the reactants needed to synthesize it. The reactants are: [OH:1][CH:2]([C:5]1[CH:10]=[CH:9][CH:8]=[C:7]([N+:11]([O-:13])=[O:12])[CH:6]=1)[C:3]#N.C[OH:15].CC[O:18][CH2:19]C. (4) Given the product [CH3:19][N:15]([CH2:14][CH2:13][O:12][C:10]1[CH:9]=[CH:8][CH:7]=[C:6]2[C:11]=1[C:2]([NH:24][C:23]1[CH:25]=[CH:26][C:27]([O:28][C:29]3[CH:30]=[N:31][C:32]([CH3:35])=[CH:33][CH:34]=3)=[C:21]([CH3:20])[CH:22]=1)=[N:3][CH:4]=[N:5]2)[C:16](=[O:18])[CH3:17], predict the reactants needed to synthesize it. The reactants are: Cl[C:2]1[C:11]2[C:6](=[CH:7][CH:8]=[CH:9][C:10]=2[O:12][CH2:13][CH2:14][N:15]([CH3:19])[C:16](=[O:18])[CH3:17])[N:5]=[CH:4][N:3]=1.[CH3:20][C:21]1[CH:22]=[C:23]([CH:25]=[CH:26][C:27]=1[O:28][C:29]1[CH:30]=[N:31][C:32]([CH3:35])=[CH:33][CH:34]=1)[NH2:24]. (5) Given the product [CH3:1][C:2]1[N:22]([CH3:23])[C:5]2[CH:6]=[CH:7][C:8]3[C@H:9]([O:21][CH2:37][CH2:36][O:35][CH3:34])[C@H:10]([OH:20])[C@@H:11]([C:14]4[CH:19]=[CH:18][CH:17]=[CH:16][CH:15]=4)[NH:12][C:13]=3[C:4]=2[N:3]=1, predict the reactants needed to synthesize it. The reactants are: [CH3:1][C:2]1[N:22]([CH3:23])[C:5]2[CH:6]=[CH:7][C:8]3[C@@H:9]([OH:21])[C@H:10]([OH:20])[C@@H:11]([C:14]4[CH:19]=[CH:18][CH:17]=[CH:16][CH:15]=4)[NH:12][C:13]=3[C:4]=2[N:3]=1.S(=O)(=O)(O)O.C(=O)([O-])O.[Na+].[CH3:34][O:35][CH2:36][CH2:37]O. (6) Given the product [CH3:28][O:27][C:24]1[CH:25]=[C:26]2[C:21](=[CH:22][C:23]=1[O:29][CH3:30])[N:20]=[CH:19][CH:18]=[C:17]2[O:16][C:13]1[CH:14]=[CH:15][C:10]([C:5]2[C:6](=[O:9])[N:7]([CH3:8])[C:2]([NH:36][C:35]3[CH:37]=[CH:38][CH:39]=[C:33]([F:32])[CH:34]=3)=[N:3][CH:4]=2)=[CH:11][C:12]=1[F:31], predict the reactants needed to synthesize it. The reactants are: Cl[C:2]1[N:7]([CH3:8])[C:6](=[O:9])[C:5]([C:10]2[CH:15]=[CH:14][C:13]([O:16][C:17]3[C:26]4[C:21](=[CH:22][C:23]([O:29][CH3:30])=[C:24]([O:27][CH3:28])[CH:25]=4)[N:20]=[CH:19][CH:18]=3)=[C:12]([F:31])[CH:11]=2)=[CH:4][N:3]=1.[F:32][C:33]1[CH:34]=[C:35]([CH:37]=[CH:38][CH:39]=1)[NH2:36]. (7) Given the product [Cl:22][C:15]1[C:16]([F:21])=[CH:17][CH:18]=[C:19]([Cl:20])[C:14]=1[C@H:12]([O:11][C:10]1[C:5]2[O:4][CH:3]=[C:2]([C:32]3[CH2:37][CH2:36][O:35][CH2:34][CH:33]=3)[C:6]=2[CH:7]=[N:8][C:9]=1[NH2:23])[CH3:13], predict the reactants needed to synthesize it. The reactants are: Br[C:2]1[C:6]2[CH:7]=[N:8][C:9]([NH2:23])=[C:10]([O:11][C@@H:12]([C:14]3[C:19]([Cl:20])=[CH:18][CH:17]=[C:16]([F:21])[C:15]=3[Cl:22])[CH3:13])[C:5]=2[O:4][CH:3]=1.CC1(C)C(C)(C)OB([C:32]2[CH2:33][CH2:34][O:35][CH2:36][CH:37]=2)O1. (8) Given the product [NH2:26][C:25]1[CH:27]=[CH:28][C:29]([C:2]2[C:3]([F:22])=[CH:4][N:5]3[C:10]([C:11]=2[CH3:12])=[C:9]([CH:13]2[CH2:15][CH2:14]2)[CH:8]=[C:7]([C:16]([O:18][CH2:19][CH3:20])=[O:17])[C:6]3=[O:21])=[CH:30][C:24]=1[F:23], predict the reactants needed to synthesize it. The reactants are: Cl[C:2]1[C:3]([F:22])=[CH:4][N:5]2[C:10]([C:11]=1[CH3:12])=[C:9]([CH:13]1[CH2:15][CH2:14]1)[CH:8]=[C:7]([C:16]([O:18][CH2:19][CH3:20])=[O:17])[C:6]2=[O:21].[F:23][C:24]1[CH:30]=[C:29](B2OC(C)(C)C(C)(C)O2)[CH:28]=[CH:27][C:25]=1[NH2:26]. (9) The reactants are: [F:1][C:2]([F:19])([F:18])[C:3]1[CH:4]=[C:5]([C:13]2[N:14]=[CH:15][NH:16][CH:17]=2)[CH:6]=[C:7]([C:9]([F:12])([F:11])[F:10])[CH:8]=1.[C:20]([O:24][CH:25]([CH3:27])[CH3:26])(=[O:23])[CH:21]=[CH2:22].C(OCC)(=O)C.CCCCCC.O. Given the product [F:19][C:2]([F:1])([F:18])[C:3]1[CH:4]=[C:5]([C:13]2[N:14]=[CH:15][N:16](/[CH:22]=[CH:21]\[C:20]([O:24][CH:25]([CH3:27])[CH3:26])=[O:23])[CH:17]=2)[CH:6]=[C:7]([C:9]([F:10])([F:11])[F:12])[CH:8]=1, predict the reactants needed to synthesize it. (10) The reactants are: [CH3:1][O:2][C:3]1[CH:8]=[C:7]([O:9]C)[C:6]([C:11]#[C:12][C:13]2[CH:18]=[CH:17][C:16]([O:19][CH3:20])=[CH:15][CH:14]=2)=[CH:5][N:4]=1.[B-](F)(F)(F)F.C1C=CN=CC=1.C1C=CN=CC=1.[IH2+:38]. Given the product [I:38][C:11]1[C:6]2[CH:5]=[N:4][C:3]([O:2][CH3:1])=[CH:8][C:7]=2[O:9][C:12]=1[C:13]1[CH:18]=[CH:17][C:16]([O:19][CH3:20])=[CH:15][CH:14]=1, predict the reactants needed to synthesize it.